This data is from Full USPTO retrosynthesis dataset with 1.9M reactions from patents (1976-2016). The task is: Predict the reactants needed to synthesize the given product. (1) Given the product [CH3:23][Si:22]([CH3:25])([CH3:24])[C:14]1[CH:19]=[CH:18][CH:17]=[CH:16][C:15]=1[Si:22]([CH3:25])([CH3:24])[CH3:23], predict the reactants needed to synthesize it. The reactants are: [Mg].CN(C)P(N(C)C)(N(C)C)=O.Cl[C:14]1[CH:19]=[CH:18][CH:17]=[CH:16][C:15]=1Cl.Cl[Si:22]([CH3:25])([CH3:24])[CH3:23].C([O-])(O)=O.[Na+]. (2) The reactants are: ClCC1C=CC(C#N)=CC=1.Br[CH2:12][CH:13]1[O:18][C:17]2[CH:19]=[CH:20][CH:21]=[CH:22][C:16]=2[O:15][CH2:14]1.[CH2:23]([NH:30][C:31]([C:33]1[S:37][C:36]([N:38]2[CH2:42][CH2:41][NH:40][C:39]2=[O:43])=[N:35][C:34]=1[CH3:44])=[O:32])[C:24]1[CH:29]=[CH:28][CH:27]=[CH:26][CH:25]=1. Given the product [CH2:23]([NH:30][C:31]([C:33]1[S:37][C:36]([N:38]2[CH2:42][CH2:41][N:40]([CH2:12][CH:13]3[O:18][C:17]4[CH:19]=[CH:20][CH:21]=[CH:22][C:16]=4[O:15][CH2:14]3)[C:39]2=[O:43])=[N:35][C:34]=1[CH3:44])=[O:32])[C:24]1[CH:29]=[CH:28][CH:27]=[CH:26][CH:25]=1, predict the reactants needed to synthesize it. (3) Given the product [F:37][C:33]1([F:36])[CH2:34][CH2:35][N:30]([C:28]([C:10]2[N:9]([CH2:8][CH2:7][OH:6])[C:13]3=[N:14][CH:15]=[C:16]([O:18][CH:19]4[CH2:24][CH2:23][N:22]([CH:25]([CH3:27])[CH3:26])[CH2:21][CH2:20]4)[CH:17]=[C:12]3[CH:11]=2)=[O:29])[CH2:31][CH2:32]1, predict the reactants needed to synthesize it. The reactants are: C([Si](C)(C)[O:6][CH2:7][CH2:8][N:9]1[C:13]2=[N:14][CH:15]=[C:16]([O:18][CH:19]3[CH2:24][CH2:23][N:22]([CH:25]([CH3:27])[CH3:26])[CH2:21][CH2:20]3)[CH:17]=[C:12]2[CH:11]=[C:10]1[C:28]([N:30]1[CH2:35][CH2:34][C:33]([F:37])([F:36])[CH2:32][CH2:31]1)=[O:29])(C)(C)C.FC(F)(F)C(O)=O. (4) Given the product [C:14]([C:8]1[CH:9]=[C:10]2[C:5](=[CH:6][CH:7]=1)[C:4]([C:16]1[N:17]=[CH:18][N:19]([C:21]([C:28]3[CH:29]=[CH:30][CH:31]=[CH:32][CH:33]=3)([C:34]3[CH:35]=[CH:36][CH:37]=[CH:38][CH:39]=3)[C:22]3[CH:27]=[CH:26][CH:25]=[CH:24][CH:23]=3)[CH:20]=1)([O:3][CH2:41][C:42]([O:44][CH2:45][CH3:46])=[O:43])[CH2:13][CH2:12][CH2:11]2)#[N:15], predict the reactants needed to synthesize it. The reactants are: [H-].[Na+].[OH:3][C:4]1([C:16]2[N:17]=[CH:18][N:19]([C:21]([C:34]3[CH:39]=[CH:38][CH:37]=[CH:36][CH:35]=3)([C:28]3[CH:33]=[CH:32][CH:31]=[CH:30][CH:29]=3)[C:22]3[CH:27]=[CH:26][CH:25]=[CH:24][CH:23]=3)[CH:20]=2)[CH2:13][CH2:12][CH2:11][C:10]2[CH:9]=[C:8]([C:14]#[N:15])[CH:7]=[CH:6][C:5]1=2.Br[CH2:41][C:42]([O:44][CH2:45][CH3:46])=[O:43].C(=O)(O)[O-].[Na+]. (5) The reactants are: [CH3:1][O:2][C:3](=[O:29])[CH2:4][C@H:5]1[C:9]2[CH:10]=[CH:11][C:12]([O:14][C@H:15]3[C:23]4[C:18](=[C:19](Br)[C:20]([C:24]([F:27])([F:26])[F:25])=[CH:21][CH:22]=4)[CH2:17][CH2:16]3)=[CH:13][C:8]=2[O:7][CH2:6]1.[CH2:30]1[C:32]2([CH2:37][CH2:36][NH+:35]([CH2:38][B-](F)(F)F)[CH2:34][CH2:33]2)[CH2:31]1. Given the product [CH3:1][O:2][C:3](=[O:29])[CH2:4][C@H:5]1[C:9]2[CH:10]=[CH:11][C:12]([O:14][C@H:15]3[C:23]4[C:18](=[C:19]([CH2:38][N:35]5[CH2:36][CH2:37][C:32]6([CH2:30][CH2:31]6)[CH2:33][CH2:34]5)[C:20]([C:24]([F:27])([F:26])[F:25])=[CH:21][CH:22]=4)[CH2:17][CH2:16]3)=[CH:13][C:8]=2[O:7][CH2:6]1, predict the reactants needed to synthesize it. (6) Given the product [ClH:1].[NH2:53][CH2:52][C@H:49]1[CH2:50][CH2:51][C@H:46]([C:44]([NH:43][C@H:28]([C:29](=[O:42])[NH:30][C:31]2[CH:36]=[CH:35][C:34]([C:37]3[NH:41][N:40]=[N:39][N:38]=3)=[CH:33][CH:32]=2)[CH2:27][C:23]2[CH:22]=[C:21]([C:19]3[C:18]([CH3:61])=[CH:17][CH:16]=[C:15]([C:13]([NH:12][CH2:11][CH2:10][O:9][CH2:8][CH2:7][O:6][CH2:5][CH2:4][O:3][CH3:2])=[O:14])[CH:20]=3)[CH:26]=[CH:25][CH:24]=2)=[O:45])[CH2:47][CH2:48]1, predict the reactants needed to synthesize it. The reactants are: [ClH:1].[CH3:2][O:3][CH2:4][CH2:5][O:6][CH2:7][CH2:8][O:9][CH2:10][CH2:11][NH:12][C:13]([C:15]1[CH:16]=[CH:17][C:18]([CH3:61])=[C:19]([C:21]2[CH:26]=[CH:25][CH:24]=[C:23]([CH2:27][C@H:28]([NH:43][C:44]([C@H:46]3[CH2:51][CH2:50][C@H:49]([CH2:52][NH:53]C(=O)OC(C)(C)C)[CH2:48][CH2:47]3)=[O:45])[C:29](=[O:42])[NH:30][C:31]3[CH:36]=[CH:35][C:34]([C:37]4[NH:41][N:40]=[N:39][N:38]=4)=[CH:33][CH:32]=3)[CH:22]=2)[CH:20]=1)=[O:14].C(#N)C. (7) Given the product [C:1]([O:5][C:6](=[O:38])[NH:7][C:8]([C:10]1[CH:15]=[CH:14][C:13]([CH2:16][NH:17][C:18]([C@H:20]2[N:24]3[C:25](=[O:37])[C:26]([NH:29][CH:30]4[CH2:31][CH2:36][CH2:35][CH2:34]4)=[CH:27][N:28]=[C:23]3[CH2:22][CH2:21]2)=[O:19])=[CH:12][CH:11]=1)=[NH:9])([CH3:4])([CH3:3])[CH3:2], predict the reactants needed to synthesize it. The reactants are: [C:1]([O:5][C:6](=[O:38])[NH:7][C:8]([C:10]1[CH:15]=[CH:14][C:13]([CH2:16][NH:17][C:18]([C@H:20]2[N:24]3[C:25](=[O:37])[C:26]([NH:29][CH2:30][C:31]4[CH:36]=[CH:35][CH:34]=CC=4)=[CH:27][N:28]=[C:23]3[CH2:22][CH2:21]2)=[O:19])=[CH:12][CH:11]=1)=[NH:9])([CH3:4])([CH3:3])[CH3:2].C(OC(=O)NC(C1C=CC(CNC([C@H]2N3C(=O)C(N)=CN=C3CC2)=O)=CC=1)=N)(C)(C)C.C1(=O)CCCC1.[BH-](OC(C)=O)(OC(C)=O)OC(C)=O.[Na+]. (8) Given the product [F:18][CH:2]([F:1])[C:3]1[CH:4]=[CH:5][C:6]([C:20]2[N:24]3[CH:25]=[C:26]([C:29]4[CH:30]=[CH:31][C:32]([C:35]([N:37]5[CH2:42][CH2:41][N:40]([CH3:43])[CH2:39][CH2:38]5)=[O:36])=[CH:33][CH:34]=4)[N:27]=[CH:28][C:23]3=[N:22][CH:21]=2)=[CH:7][CH:8]=1, predict the reactants needed to synthesize it. The reactants are: [F:1][CH:2]([F:18])[C:3]1[CH:8]=[CH:7][C:6](B2OC(C)(C)C(C)(C)O2)=[CH:5][CH:4]=1.Br[C:20]1[N:24]2[CH:25]=[C:26]([C:29]3[CH:34]=[CH:33][C:32]([C:35]([N:37]4[CH2:42][CH2:41][N:40]([CH3:43])[CH2:39][CH2:38]4)=[O:36])=[CH:31][CH:30]=3)[N:27]=[CH:28][C:23]2=[N:22][CH:21]=1.[O-]P([O-])([O-])=O.[K+].[K+].[K+].